From a dataset of Peptide-MHC class I binding affinity with 185,985 pairs from IEDB/IMGT. Regression. Given a peptide amino acid sequence and an MHC pseudo amino acid sequence, predict their binding affinity value. This is MHC class I binding data. (1) The peptide sequence is IVIGVIILA. The MHC is HLA-A02:01 with pseudo-sequence HLA-A02:01. The binding affinity (normalized) is 0.399. (2) The peptide sequence is YAIENAKAL. The MHC is H-2-Db with pseudo-sequence H-2-Db. The binding affinity (normalized) is 0.566. (3) The peptide sequence is ATYCYKCSPL. The MHC is HLA-B35:03 with pseudo-sequence HLA-B35:03. The binding affinity (normalized) is 0. (4) The peptide sequence is WMLGTGVYL. The MHC is HLA-A02:11 with pseudo-sequence HLA-A02:11. The binding affinity (normalized) is 1.00.